From a dataset of Full USPTO retrosynthesis dataset with 1.9M reactions from patents (1976-2016). Predict the reactants needed to synthesize the given product. (1) Given the product [Cl:1][C:2]1[C:3]([F:11])=[C:4]([CH:8]=[CH:9][N:10]=1)[C:5]([Cl:14])=[O:6], predict the reactants needed to synthesize it. The reactants are: [Cl:1][C:2]1[C:3]([F:11])=[C:4]([CH:8]=[CH:9][N:10]=1)[C:5](O)=[O:6].S(Cl)([Cl:14])=O. (2) The reactants are: Cl[CH2:2][CH2:3][O:4][C:5]1[C:13]2[C:8](=[N:9][CH:10]=[N:11][C:12]=2[NH:14][C:15]2[CH:20]=[CH:19][C:18]([O:21][CH2:22][C:23]3[CH:28]=[CH:27][CH:26]=[CH:25][N:24]=3)=[C:17]([Cl:29])[CH:16]=2)[NH:7][N:6]=1.[NH:30]1[CH2:34][CH2:33][CH2:32][C@H:31]1[CH2:35][OH:36]. Given the product [Cl:29][C:17]1[CH:16]=[C:15]([NH:14][C:12]2[N:11]=[CH:10][N:9]=[C:8]3[NH:7][N:6]=[C:5]([O:4][CH2:3][CH2:2][N:30]4[CH2:34][CH2:33][CH2:32][C@H:31]4[CH2:35][OH:36])[C:13]=23)[CH:20]=[CH:19][C:18]=1[O:21][CH2:22][C:23]1[CH:28]=[CH:27][CH:26]=[CH:25][N:24]=1, predict the reactants needed to synthesize it. (3) Given the product [CH2:1]([NH:8][C:9]([C:11]1[S:15][C:14]([C:16]2[O:20][C:19]([CH2:30][C:31]3[CH:36]=[CH:35][CH:34]=[CH:33][CH:32]=3)=[N:18][CH:17]=2)=[N:13][C:12]=1[CH3:21])=[O:10])[C:2]1[CH:7]=[CH:6][CH:5]=[CH:4][CH:3]=1, predict the reactants needed to synthesize it. The reactants are: [CH2:1]([NH:8][C:9]([C:11]1[S:15][C:14]([C:16]2[O:20][CH:19]=[N:18][CH:17]=2)=[N:13][C:12]=1[CH3:21])=[O:10])[C:2]1[CH:7]=[CH:6][CH:5]=[CH:4][CH:3]=1.C([Li])CCC.II.[Br-].[CH2:30]([Zn+])[C:31]1[CH:36]=[CH:35][CH:34]=[CH:33][CH:32]=1.[Cl-].[NH4+].